This data is from Forward reaction prediction with 1.9M reactions from USPTO patents (1976-2016). The task is: Predict the product of the given reaction. (1) Given the reactants [N+:1]([C:4]1[S:8][C:7]([C:9]([OH:12])([CH3:11])[CH3:10])=[CH:6][CH:5]=1)([O-:3])=[O:2].[C:13]([NH:16][CH2:17][CH2:18][C:19]1[CH:20]=[C:21](O)[CH:22]=[CH:23][CH:24]=1)(=[O:15])[CH3:14].N(C(N1CCCCC1)=O)=NC(N1CCCCC1)=O.C(P(CCCC)CCCC)CCC, predict the reaction product. The product is: [CH3:11][C:9]([C:7]1[S:8][C:4]([N+:1]([O-:3])=[O:2])=[CH:5][CH:6]=1)([O:12][C:21]1[CH:20]=[C:19]([CH2:18][CH2:17][NH:16][C:13](=[O:15])[CH3:14])[CH:24]=[CH:23][CH:22]=1)[CH3:10]. (2) Given the reactants [O:1]=[C:2]1[NH:7][CH2:6][CH2:5][N:4]([S:8]([NH2:11])(=[O:10])=[O:9])[CH2:3]1.Cl[C:13]1[CH:18]=[C:17]([O:19][CH3:20])[N:16]=[C:15]([S:21][CH2:22][C:23]2[CH:28]=[CH:27][CH:26]=[C:25]([F:29])[C:24]=2[F:30])[N:14]=1, predict the reaction product. The product is: [F:30][C:24]1[C:25]([F:29])=[CH:26][CH:27]=[CH:28][C:23]=1[CH2:22][S:21][C:15]1[N:14]=[C:13]([NH:11][S:8]([N:4]2[CH2:5][CH2:6][NH:7][C:2](=[O:1])[CH2:3]2)(=[O:10])=[O:9])[CH:18]=[C:17]([O:19][CH3:20])[N:16]=1.